From a dataset of Full USPTO retrosynthesis dataset with 1.9M reactions from patents (1976-2016). Predict the reactants needed to synthesize the given product. (1) Given the product [OH:1]/[N:15]=[C:14](\[NH2:2])/[C:9]1[CH:10]=[CH:11][CH:12]=[CH:13][N:8]=1, predict the reactants needed to synthesize it. The reactants are: [OH-:1].[NH4+:2].C(=O)(O)[O-].[Na+].[N:8]1[CH:13]=[CH:12][CH:11]=[CH:10][C:9]=1[C:14]#[N:15]. (2) Given the product [O:1]=[C:2]1[CH2:3][CH2:4][N:5]([C:8]([O:10][C:11]([CH3:14])([CH3:13])[CH3:12])=[O:9])[CH2:6][CH:7]1[C:32](=[O:33])[CH:31]([C:25]1[CH:30]=[CH:29][CH:28]=[CH:27][CH:26]=1)[CH3:35], predict the reactants needed to synthesize it. The reactants are: [O:1]=[C:2]1[CH2:7][CH2:6][N:5]([C:8]([O:10][C:11]([CH3:14])([CH3:13])[CH3:12])=[O:9])[CH2:4][CH2:3]1.[Li+].C[Si]([N-][Si](C)(C)C)(C)C.[C:25]1([CH:31]([CH3:35])[C:32](Cl)=[O:33])[CH:30]=[CH:29][CH:28]=[CH:27][CH:26]=1.